This data is from NCI-60 drug combinations with 297,098 pairs across 59 cell lines. The task is: Regression. Given two drug SMILES strings and cell line genomic features, predict the synergy score measuring deviation from expected non-interaction effect. Drug 1: C1=CC(=C2C(=C1NCCNCCO)C(=O)C3=C(C=CC(=C3C2=O)O)O)NCCNCCO. Drug 2: C1CN1P(=S)(N2CC2)N3CC3. Cell line: HOP-62. Synergy scores: CSS=57.1, Synergy_ZIP=-2.00, Synergy_Bliss=-0.930, Synergy_Loewe=0.0751, Synergy_HSA=2.57.